This data is from Merck oncology drug combination screen with 23,052 pairs across 39 cell lines. The task is: Regression. Given two drug SMILES strings and cell line genomic features, predict the synergy score measuring deviation from expected non-interaction effect. (1) Drug 1: Nc1ccn(C2OC(CO)C(O)C2(F)F)c(=O)n1. Drug 2: O=C(O)C1(Cc2cccc(Nc3nccs3)n2)CCC(Oc2cccc(Cl)c2F)CC1. Cell line: HT29. Synergy scores: synergy=10.9. (2) Drug 1: CC(C)CC(NC(=O)C(Cc1ccccc1)NC(=O)c1cnccn1)B(O)O. Drug 2: CCc1cnn2c(NCc3ccc[n+]([O-])c3)cc(N3CCCCC3CCO)nc12. Cell line: LNCAP. Synergy scores: synergy=-10.8. (3) Drug 1: COC12C(COC(N)=O)C3=C(C(=O)C(C)=C(N)C3=O)N1CC1NC12. Drug 2: CCc1cnn2c(NCc3ccc[n+]([O-])c3)cc(N3CCCCC3CCO)nc12. Cell line: UWB1289BRCA1. Synergy scores: synergy=15.0. (4) Cell line: PA1. Synergy scores: synergy=9.86. Drug 1: CN(C)C(=N)N=C(N)N. Drug 2: CNC(=O)c1cc(Oc2ccc(NC(=O)Nc3ccc(Cl)c(C(F)(F)F)c3)cc2)ccn1. (5) Drug 1: CN1C(=O)C=CC2(C)C3CCC4(C)C(NC(=O)OCC(F)(F)F)CCC4C3CCC12. Drug 2: CCN(CC)CCNC(=O)c1c(C)[nH]c(C=C2C(=O)Nc3ccc(F)cc32)c1C. Cell line: HCT116. Synergy scores: synergy=9.10. (6) Drug 1: O=c1[nH]cc(F)c(=O)[nH]1. Drug 2: NC(=O)c1cccc2cn(-c3ccc(C4CCCNC4)cc3)nc12. Cell line: UWB1289. Synergy scores: synergy=0.788.